This data is from Full USPTO retrosynthesis dataset with 1.9M reactions from patents (1976-2016). The task is: Predict the reactants needed to synthesize the given product. (1) Given the product [Cl:1][C:2]1[CH:7]=[CH:6][C:5]([C:8]([CH3:28])([CH3:27])[CH2:9][C:10]([C:23]([F:26])([F:25])[F:24])([OH:22])[CH2:11][NH:12][C:13]2[CH:21]=[CH:20][CH:19]=[C:18]3[C:14]=2[CH:15]=[N:16][N:17]3[C:35]2[CH:36]=[N:37][C:32]([F:31])=[CH:33][CH:34]=2)=[C:4]([OH:29])[CH:3]=1, predict the reactants needed to synthesize it. The reactants are: [Cl:1][C:2]1[CH:7]=[CH:6][C:5]([C:8]([CH3:28])([CH3:27])[CH2:9][C:10]([C:23]([F:26])([F:25])[F:24])([OH:22])[CH2:11][NH:12][C:13]2[CH:21]=[CH:20][CH:19]=[C:18]3[C:14]=2[CH:15]=[N:16][NH:17]3)=[C:4]([O:29]O)[CH:3]=1.[F:31][C:32]1[N:37]=[CH:36][C:35](B(O)O)=[CH:34][CH:33]=1. (2) Given the product [Cl:16][C:15]1[CH:14]=[CH:13][CH:12]=[C:11]([Cl:17])[C:10]=1[C:9]([NH:8][C:6]1[CH:5]=[CH:4][N:3]=[C:2]([NH:1][C:20]2[N:25]=[C:24]([CH3:26])[CH:23]=[C:22]([CH3:27])[N:21]=2)[CH:7]=1)=[O:18], predict the reactants needed to synthesize it. The reactants are: [NH2:1][C:2]1[CH:7]=[C:6]([NH:8][C:9](=[O:18])[C:10]2[C:15]([Cl:16])=[CH:14][CH:13]=[CH:12][C:11]=2[Cl:17])[CH:5]=[CH:4][N:3]=1.Cl[C:20]1[N:25]=[C:24]([CH3:26])[CH:23]=[C:22]([CH3:27])[N:21]=1.CC1(C)C2C(=C(P(C3C=CC=CC=3)C3C=CC=CC=3)C=CC=2)OC2C(P(C3C=CC=CC=3)C3C=CC=CC=3)=CC=CC1=2.C([O-])([O-])=O.[Cs+].[Cs+].